Dataset: Forward reaction prediction with 1.9M reactions from USPTO patents (1976-2016). Task: Predict the product of the given reaction. (1) The product is: [CH2:38]([N:45]1[CH2:46][CH2:27][C:26]([C:23]2[CH:22]=[CH:21][C:20]([C:11]([O:10][CH2:9][C:3]3[C:2]([F:1])=[CH:7][CH:6]=[CH:5][C:4]=3[F:8])([C:16]([F:19])([F:17])[F:18])[C:12]([F:13])([F:14])[F:15])=[CH:25][CH:24]=2)([S:28]([C:31]2[CH:36]=[CH:35][C:34]([F:37])=[CH:33][CH:32]=2)(=[O:30])=[O:29])[CH2:49]1)[C:39]1[CH:40]=[CH:41][CH:42]=[CH:43][CH:44]=1. Given the reactants [F:1][C:2]1[CH:7]=[CH:6][CH:5]=[C:4]([F:8])[C:3]=1[CH2:9][O:10][C:11]([C:20]1[CH:25]=[CH:24][C:23]([C:26]([S:28]([C:31]2[CH:36]=[CH:35][C:34]([F:37])=[CH:33][CH:32]=2)(=[O:30])=[O:29])=[CH2:27])=[CH:22][CH:21]=1)([C:16]([F:19])([F:18])[F:17])[C:12]([F:15])([F:14])[F:13].[CH2:38]([N:45]([CH2:49][Si](C)(C)C)[CH2:46]OC)[C:39]1[CH:44]=[CH:43][CH:42]=[CH:41][CH:40]=1, predict the reaction product. (2) Given the reactants [CH2:1]([O:8][C:9]([N:11]1[CH2:16][CH2:15][N:14]([C:17]2[CH:22]=[CH:21][C:20]([C:23]3[N:24]=[N:25][NH:26][N:27]=3)=[CH:19][N:18]=2)[CH2:13][CH2:12]1)=[O:10])[C:2]1[CH:7]=[CH:6][CH:5]=[CH:4][CH:3]=1.C(=O)([O-])[O-].[K+].[K+].Br[CH2:35][CH2:36][OH:37].O, predict the reaction product. The product is: [CH2:1]([O:8][C:9]([N:11]1[CH2:16][CH2:15][N:14]([C:17]2[CH:22]=[CH:21][C:20]([C:23]3[N:27]=[N:26][N:25]([CH2:35][CH2:36][OH:37])[N:24]=3)=[CH:19][N:18]=2)[CH2:13][CH2:12]1)=[O:10])[C:2]1[CH:7]=[CH:6][CH:5]=[CH:4][CH:3]=1. (3) The product is: [CH3:24][C:23]1[N:18]2[C:17](=[O:26])[N:16]([CH2:15][CH2:14][CH:11]3[CH2:12][CH2:13][NH:8][CH2:9][CH2:10]3)[CH2:20][C:19]2=[C:21]([CH3:25])[N:22]=1. Given the reactants C([N:8]1[CH2:13][CH2:12][CH:11]([CH2:14][CH2:15][N:16]2[CH2:20][C:19]3=[C:21]([CH3:25])[N:22]=[C:23]([CH3:24])[N:18]3[C:17]2=[O:26])[CH2:10][CH2:9]1)C1C=CC=CC=1.C([O-])=O.[NH4+], predict the reaction product. (4) The product is: [Cl:1][C:2]1[CH:7]=[CH:6][CH:5]=[CH:4][C:3]=1[N:8]([CH3:29])[C:9]([C:11]1[S:28][C:14]2[C:15]3[CH:23]=[CH:22][C:21]([C:24]([NH:30][C@@H:31]([CH3:32])[CH2:33][OH:34])=[O:25])=[CH:20][C:16]=3[O:17][CH2:18][CH2:19][C:13]=2[CH:12]=1)=[O:10]. Given the reactants [Cl:1][C:2]1[CH:7]=[CH:6][CH:5]=[CH:4][C:3]=1[N:8]([CH3:29])[C:9]([C:11]1[S:28][C:14]2[C:15]3[CH:23]=[CH:22][C:21]([C:24](OC)=[O:25])=[CH:20][C:16]=3[O:17][CH2:18][CH2:19][C:13]=2[CH:12]=1)=[O:10].[NH2:30][C@H:31]([CH2:33][OH:34])[CH3:32], predict the reaction product.